Dataset: Forward reaction prediction with 1.9M reactions from USPTO patents (1976-2016). Task: Predict the product of the given reaction. (1) Given the reactants C(O)(=O)CCCCCCC(O)=O.[CH3:13][O:14][C:15](=[O:25])[CH2:16][CH2:17][CH2:18][CH2:19][CH2:20][CH2:21][CH2:22][CH:23]=[CH2:24], predict the reaction product. The product is: [CH3:13][O:14][C:15](=[O:25])[CH2:16][CH2:17][CH2:18][CH2:19][CH2:20][CH2:21][CH:22]=[CH:23][CH3:24].[CH3:13][O:14][C:15](=[O:25])[CH2:16][CH2:17][CH2:18][CH2:19][CH2:20][CH2:21][CH2:22][CH:23]=[CH2:24]. (2) The product is: [F:1][C:2]1[CH:21]=[CH:20][CH:19]=[C:18]([F:22])[C:3]=1[C:4]1[O:9][C:8]([O:10][CH2:11][CH3:12])=[C:7]([C:13]([O:15][CH2:16][CH3:17])=[O:14])[N:6]=1. Given the reactants [F:1][C:2]1[CH:21]=[CH:20][CH:19]=[C:18]([F:22])[C:3]=1[C:4]([NH:6][CH:7]([C:13]([O:15][CH2:16][CH3:17])=[O:14])[C:8]([O:10][CH2:11][CH3:12])=[O:9])=O.FC(F)(F)C(OC(=O)C(F)(F)F)=O, predict the reaction product. (3) Given the reactants [NH2:1][C:2]1[CH:3]=[C:4]([CH:17]=[CH:18][C:19]=1[N:20]1[CH2:25][CH2:24][N:23]([C:26]2[CH:31]=[CH:30][CH:29]=[CH:28][C:27]=2[CH3:32])[CH2:22][CH2:21]1)[C:5]([NH:7][CH2:8][CH2:9][CH2:10][N:11]1[CH2:15][CH2:14][CH2:13][C:12]1=[O:16])=[O:6].C(N(CC)CC)C.[S:40]1[CH:44]=[CH:43][C:42]([C:45](O)=[O:46])=[CH:41]1, predict the reaction product. The product is: [O:16]=[C:12]1[CH2:13][CH2:14][CH2:15][N:11]1[CH2:10][CH2:9][CH2:8][NH:7][C:5]([C:4]1[CH:17]=[CH:18][C:19]([N:20]2[CH2:25][CH2:24][N:23]([C:26]3[CH:31]=[CH:30][CH:29]=[CH:28][C:27]=3[CH3:32])[CH2:22][CH2:21]2)=[C:2]([NH:1][C:45]([C:42]2[CH:43]=[CH:44][S:40][CH:41]=2)=[O:46])[CH:3]=1)=[O:6].